From a dataset of Full USPTO retrosynthesis dataset with 1.9M reactions from patents (1976-2016). Predict the reactants needed to synthesize the given product. (1) Given the product [C:12]([C:14]1[CH:15]=[C:16]2[C:20](=[CH:21][CH:22]=1)[NH:19][CH:18]=[C:17]2[CH2:23][C:24]([OH:26])=[O:25])#[N:13], predict the reactants needed to synthesize it. The reactants are: ClC1C=C(C=C(Cl)C=1N)CN.[C:12]([C:14]1[CH:15]=[C:16]2[C:20](=[CH:21][CH:22]=1)[NH:19][CH:18]=[C:17]2[CH2:23][C:24]([O:26]C)=[O:25])#[N:13].[Li+].[OH-].CCOC(C)=O. (2) Given the product [CH:19]1([CH2:22][NH:1][C:2]2[CH:6]=[CH:5][N:4]([C:7]3[CH:14]=[CH:13][C:10]([C:11]#[N:12])=[CH:9][CH:8]=3)[N:3]=2)[CH2:21][CH2:20]1, predict the reactants needed to synthesize it. The reactants are: [NH2:1][C:2]1[CH:6]=[CH:5][N:4]([C:7]2[CH:14]=[CH:13][C:10]([C:11]#[N:12])=[CH:9][CH:8]=2)[N:3]=1.C(O)(=O)C.[CH:19]1([CH:22]=O)[CH2:21][CH2:20]1.C(O[BH-](OC(=O)C)OC(=O)C)(=O)C.[Na+]. (3) The reactants are: [NH2:1][C:2]1[C:3]([F:24])=[C:4]([C:8]2[N:9]=[C:10]([C:20]([CH3:23])([CH3:22])[CH3:21])[S:11][C:12]=2[C:13]2[CH:18]=[CH:17][N:16]=[C:15]([NH2:19])[N:14]=2)[CH:5]=[CH:6][CH:7]=1.[CH3:25][C:26]1[CH:27]=[C:28]([S:31](Cl)(=[O:33])=[O:32])[S:29][CH:30]=1. Given the product [NH2:19][C:15]1[N:14]=[C:13]([C:12]2[S:11][C:10]([C:20]([CH3:21])([CH3:23])[CH3:22])=[N:9][C:8]=2[C:4]2[C:3]([F:24])=[C:2]([NH:1][S:31]([C:28]3[S:29][CH:30]=[C:26]([CH3:25])[CH:27]=3)(=[O:33])=[O:32])[CH:7]=[CH:6][CH:5]=2)[CH:18]=[CH:17][N:16]=1, predict the reactants needed to synthesize it. (4) Given the product [C:3]([O:2][C:1]([O:7][C:8]1[CH:9]=[C:10]2[C:27](=[CH:28][CH:29]=1)[C:26]1[CH2:25][CH2:24][N:23]3[C@H:13]([CH2:14][C@H:15]4[C@@H:21]([CH2:22]3)[CH2:20][C@@H:19]([OH:18])[C@H:30]([O:31][CH3:32])[C@H:16]4[C:17]([O:36][CH3:35])=[O:33])[C:12]=1[NH:11]2)=[O:34])([CH3:4])([CH3:5])[CH3:6], predict the reactants needed to synthesize it. The reactants are: [C:1](=[O:34])([O:7][C:8]1[CH:9]=[C:10]2[C:27](=[CH:28][CH:29]=1)[C:26]1[CH2:25][CH2:24][N:23]3[C@H:13]([CH2:14][C@H:15]4[C@@H:21]([CH2:22]3)[CH2:20][C@@H:19]3[C@H:30]([O:31][CH3:32])[C@H:16]4[C:17](=[O:33])[O:18]3)[C:12]=1[NH:11]2)[O:2][C:3]([CH3:6])([CH3:5])[CH3:4].[CH3:35][O-:36].[Na+]. (5) Given the product [CH2:42]([O:43][C:28](=[O:29])[CH2:35][C:14](=[O:16])[CH2:13][CH2:12][C@H:11]([NH:17][C:18]([O:20][CH2:21][C:22]1[CH:27]=[CH:26][CH:25]=[CH:24][CH:23]=1)=[O:19])[C:9]([O:8][CH2:7][C:4]1[CH:3]=[CH:2][CH:1]=[CH:6][CH:5]=1)=[O:10])[CH3:41], predict the reactants needed to synthesize it. The reactants are: [CH:1]1[CH:6]=[CH:5][C:4]([CH2:7][O:8][C:9]([C@@H:11]([NH:17][C:18]([O:20][CH2:21][C:22]2[CH:27]=[CH:26][CH:25]=[CH:24][CH:23]=2)=[O:19])[CH2:12][CH2:13][C:14]([OH:16])=O)=[O:10])=[CH:3][CH:2]=1.[C:28]([C:35]1NC=CN=1)(C1NC=CN=1)=[O:29].C([O-])(=O)[CH2:41][C:42]([O-])=[O:43].C([Mg+2])C.